Dataset: Peptide-MHC class II binding affinity with 134,281 pairs from IEDB. Task: Regression. Given a peptide amino acid sequence and an MHC pseudo amino acid sequence, predict their binding affinity value. This is MHC class II binding data. (1) The peptide sequence is VKITDKNYEHIAAYH. The MHC is HLA-DQA10301-DQB10302 with pseudo-sequence HLA-DQA10301-DQB10302. The binding affinity (normalized) is 0.200. (2) The peptide sequence is GQKYFKGNFQRLAIT. The MHC is DRB1_0301 with pseudo-sequence DRB1_0301. The binding affinity (normalized) is 0.229.